The task is: Predict the product of the given reaction.. This data is from Forward reaction prediction with 1.9M reactions from USPTO patents (1976-2016). (1) Given the reactants C([N:8]1[CH2:13][CH2:12][O:11][CH:10]([C:14]([C:22]2[CH:27]=[CH:26][CH:25]=[CH:24][CH:23]=2)=[CH:15][C:16]2[CH:21]=[CH:20][CH:19]=[CH:18][CH:17]=2)[CH2:9]1)C1C=CC=CC=1.C([O-])=O.[NH4+], predict the reaction product. The product is: [C:22]1([CH:14]([CH:10]2[O:11][CH2:12][CH2:13][NH:8][CH2:9]2)[CH2:15][C:16]2[CH:21]=[CH:20][CH:19]=[CH:18][CH:17]=2)[CH:27]=[CH:26][CH:25]=[CH:24][CH:23]=1. (2) Given the reactants [OH:1][C:2]1([CH2:25][CH:26]([OH:28])[CH3:27])[C:10]2[C:5](=[CH:6][CH:7]=[CH:8][CH:9]=2)[N:4]([CH:11]2[CH2:16][CH2:15][N:14](C(OC(C)(C)C)=O)[CH2:13][CH2:12]2)[C:3]1=[O:24].[ClH:29].CCOC(C)=O, predict the reaction product. The product is: [ClH:29].[OH:1][C:2]1([CH2:25][CH:26]([OH:28])[CH3:27])[C:10]2[C:5](=[CH:6][CH:7]=[CH:8][CH:9]=2)[N:4]([CH:11]2[CH2:12][CH2:13][NH:14][CH2:15][CH2:16]2)[C:3]1=[O:24]. (3) Given the reactants [Br-].[CH3:2][C:3]1[CH:29]=[CH:28][C:6]([CH2:7][CH2:8][P+](C2C=CC=CC=2)(C2C=CC=CC=2)C2C=CC=CC=2)=[CH:5][CH:4]=1.[Li]CCCC.[C:35]([C:39]1[CH:44]=[CH:43][C:42]([CH2:45][CH:46]([CH3:49])[CH:47]=O)=[CH:41][CH:40]=1)([CH3:38])([CH3:37])[CH3:36], predict the reaction product. The product is: [C:35]([C:39]1[CH:40]=[CH:41][C:42]([CH2:45][CH:46]([CH3:49])[CH:47]=[CH:8][CH2:7][C:6]2[CH:5]=[CH:4][C:3]([CH3:2])=[CH:29][CH:28]=2)=[CH:43][CH:44]=1)([CH3:38])([CH3:37])[CH3:36]. (4) Given the reactants [C:1]([C:4]1[O:8][C:7]([C:9]2[CH:14]=[CH:13][C:12]([C:15]([F:18])([F:17])[F:16])=[CH:11][CH:10]=2)=[N:6][C:5]=1[CH:19]([CH3:21])[CH3:20])([CH3:3])=[CH2:2].C12CCCC(CCC1)B12[H]B2(C3CCCC2CCC3)[H]1.[CH3:42][O:43][C:44](=[O:55])[CH2:45][O:46][C:47]1[CH:52]=[CH:51][C:50](Br)=[CH:49][C:48]=1[CH3:54].ClCCl.C1([As](C2C=CC=CC=2)C2C=CC=CC=2)C=CC=CC=1.B1C2CCCC1CCC2, predict the reaction product. The product is: [CH3:42][O:43][C:44](=[O:55])[CH2:45][O:46][C:47]1[CH:52]=[CH:51][C:50]([CH2:2][CH:1]([C:4]2[O:8][C:7]([C:9]3[CH:14]=[CH:13][C:12]([C:15]([F:17])([F:18])[F:16])=[CH:11][CH:10]=3)=[N:6][C:5]=2[CH:19]([CH3:21])[CH3:20])[CH3:3])=[CH:49][C:48]=1[CH3:54]. (5) Given the reactants [CH3:1][O:2][C:3]1[CH:4]=[C:5]([CH:7]=[CH:8][C:9]=1[N:10]1[CH2:15][CH2:14][CH:13]([N:16]2[CH2:21][CH2:20][N:19]([CH3:22])[CH2:18][CH2:17]2)[CH2:12][CH2:11]1)[NH2:6].CS(O)(=O)=O.[Br:28][C:29]1[CH:30]=[N:31][C:32](Cl)=[N:33][CH:34]=1.C(=O)([O-])O.[Na+], predict the reaction product. The product is: [Br:28][C:29]1[CH:30]=[N:31][C:32]([NH:6][C:5]2[CH:7]=[CH:8][C:9]([N:10]3[CH2:15][CH2:14][CH:13]([N:16]4[CH2:17][CH2:18][N:19]([CH3:22])[CH2:20][CH2:21]4)[CH2:12][CH2:11]3)=[C:3]([O:2][CH3:1])[CH:4]=2)=[N:33][CH:34]=1. (6) Given the reactants [CH2:1]([NH2:5])[CH2:2][CH2:3][CH3:4].C([CH:8]([C:22]([O-:24])=O)[C:9]([C:19]([O-:21])=O)([OH:18])[C:10](CC)(CC)[C:11]([O-:13])=O)C, predict the reaction product. The product is: [CH2:1]([NH:5][C:11](=[O:13])[CH2:10][C:9]([CH2:8][C:22]([NH:5][CH2:1][CH2:2][CH2:3][CH3:4])=[O:24])([C:19]([NH:5][CH2:1][CH2:2][CH2:3][CH3:4])=[O:21])[OH:18])[CH2:2][CH2:3][CH3:4]. (7) Given the reactants C(O[C:6](=O)[N:7]([C:9]1[N:14]=[C:13]2[NH:15][C:16]([C:18]3[CH:23]=[CH:22][CH:21]=[C:20]([CH2:24][CH2:25][NH:26][C:27](=[O:29])[CH3:28])[N:19]=3)=[CH:17][C:12]2=[C:11]2[N:30]([CH3:33])[CH:31]=[N:32][C:10]=12)C)(C)(C)C.FC(F)(F)C(O)=O.CN1C(=O)CCC1, predict the reaction product. The product is: [CH3:33][N:30]1[C:11]2=[C:12]3[CH:17]=[C:16]([C:18]4[N:19]=[C:20]([CH2:24][CH2:25][NH:26][C:27](=[O:29])[CH3:28])[CH:21]=[CH:22][CH:23]=4)[NH:15][C:13]3=[N:14][C:9]([NH:7][CH3:6])=[C:10]2[N:32]=[CH:31]1.